From a dataset of Reaction yield outcomes from USPTO patents with 853,638 reactions. Predict the reaction yield, written as a fraction of the theoretical maximum amount of product (1.0 means a 100% yield; for example, 0.34 means a 34% yield). (1) The reactants are C(OC([N:8]1[CH2:13][CH2:12][CH2:11][C@@H:10]([NH:14][C:15]2[C:24]3[C:19](=[CH:20][CH:21]=[CH:22][CH:23]=3)[N:18]=[C:17]([C:25]3[CH:30]=[CH:29][CH:28]=[CH:27][C:26]=3[OH:31])[N:16]=2)[CH2:9]1)=O)(C)(C)C.Cl. The catalyst is CO.O1CCOCC1. The product is [NH:8]1[CH2:13][CH2:12][CH2:11][C@@H:10]([NH:14][C:15]2[C:24]3[C:19](=[CH:20][CH:21]=[CH:22][CH:23]=3)[N:18]=[C:17]([C:25]3[CH:30]=[CH:29][CH:28]=[CH:27][C:26]=3[OH:31])[N:16]=2)[CH2:9]1. The yield is 0.400. (2) The yield is 0.990. The catalyst is CO. The product is [Cl:21][C:11]1[S:10][C:9]([NH2:5])=[CH:13][C:12]=1[C:14]1[N:18]([CH3:19])[N:17]=[CH:16][C:15]=1[Cl:20]. The reactants are CC([N:5]([C:9]1[S:10][C:11]([Cl:21])=[C:12]([C:14]2[N:18]([CH3:19])[N:17]=[CH:16][C:15]=2[Cl:20])[CH:13]=1)C(=O)[O-])(C)C.Cl. (3) The reactants are O[CH2:2][C:3]1[S:7][C:6]([C:8]2[NH:9][C:10]3[C:15]([CH:16]=2)=[CH:14][CH:13]=[CH:12][C:11]=3[N:17]([CH3:26])[S:18]([C:21]2[S:22][CH:23]=[CH:24][CH:25]=2)(=[O:20])=[O:19])=[N:5][CH:4]=1.S(Cl)([Cl:29])=O.O1CCCC1. The catalyst is CN(C)C=O.O. The product is [Cl:29][CH2:2][C:3]1[S:7][C:6]([C:8]2[NH:9][C:10]3[C:15]([CH:16]=2)=[CH:14][CH:13]=[CH:12][C:11]=3[N:17]([CH3:26])[S:18]([C:21]2[S:22][CH:23]=[CH:24][CH:25]=2)(=[O:20])=[O:19])=[N:5][CH:4]=1. The yield is 0.760. (4) The reactants are [NH2:1][C:2]1[CH:7]=[CH:6][C:5]([Cl:8])=[CH:4][C:3]=1[S:9][CH2:10][C:11]1[CH:20]=[CH:19][CH:18]=[CH:17][C:12]=1[C:13]([O:15][CH3:16])=[O:14].[O:21]1[C:25]2[CH:26]=[CH:27][CH:28]=[CH:29][C:24]=2[CH:23]=[C:22]1[S:30](Cl)(=[O:32])=[O:31]. The catalyst is N1C=CC=CC=1. The product is [O:21]1[C:25]2[CH:26]=[CH:27][CH:28]=[CH:29][C:24]=2[CH:23]=[C:22]1[S:30]([NH:1][C:2]1[CH:7]=[CH:6][C:5]([Cl:8])=[CH:4][C:3]=1[S:9][CH2:10][C:11]1[CH:20]=[CH:19][CH:18]=[CH:17][C:12]=1[C:13]([O:15][CH3:16])=[O:14])(=[O:32])=[O:31]. The yield is 0.280. (5) The reactants are [Br:1][C:2]1[CH:3]=[N:4][CH:5]=[C:6]2[C:11]=1[N:10]=[C:9]([C:12]([OH:14])=O)[CH:8]=[CH:7]2.C(Cl)(=O)C(Cl)=O.Cl.[NH2:22][CH2:23][C:24]1([CH3:30])[NH:28][C:27](=[O:29])[CH2:26][CH2:25]1.C(N(CC)CC)C. The catalyst is CN(C)C=O.ClCCl.O. The product is [Br:1][C:2]1[CH:3]=[N:4][CH:5]=[C:6]2[C:11]=1[N:10]=[C:9]([C:12]([NH:22][CH2:23][C:24]1([CH3:30])[CH2:25][CH2:26][C:27](=[O:29])[NH:28]1)=[O:14])[CH:8]=[CH:7]2. The yield is 0.330. (6) The reactants are OC[C:3]1[CH:8]=[CH:7][CH:6]=[CH:5][C:4]=1[NH:9][C:10](=[O:12])[CH3:11].Br[CH2:14][CH:15]1C[O:16]1.[C:18](=[O:21])([O-])[O-].[K+].[K+].[CH3:24]N(C=O)C. The catalyst is C(OCC)(=O)C. The product is [CH3:24][C:7]1[CH:6]=[CH:5][C:4]([NH:9][C:10](=[O:12])[CH3:11])=[C:3]([O:16][CH2:15][CH:14]2[CH2:18][O:21]2)[CH:8]=1. The yield is 0.430. (7) The reactants are [CH2:1]([C:10]1[CH:18]=[CH:17][C:13]([C:14](Cl)=[O:15])=[CH:12][CH:11]=1)[CH2:2][CH2:3][CH2:4][CH2:5][CH2:6][CH2:7][CH2:8][CH3:9].[H-].C(O[Al](OC(C)(C)C)OC(C)(C)C)(C)(C)C.[Li+]. The catalyst is C1COCC1. The product is [CH2:1]([C:10]1[CH:11]=[CH:12][C:13]([CH:14]=[O:15])=[CH:17][CH:18]=1)[CH2:2][CH2:3][CH2:4][CH2:5][CH2:6][CH2:7][CH2:8][CH3:9]. The yield is 0.410.